Dataset: Reaction yield outcomes from USPTO patents with 853,638 reactions. Task: Predict the reaction yield, written as a fraction of the theoretical maximum amount of product (1.0 means a 100% yield; for example, 0.34 means a 34% yield). (1) The reactants are [C:1]1([CH3:14])[CH:6]=[CH:5][CH:4]=[CH:3][C:2]=1[NH:7][C:8](=O)[C:9]([CH3:12])([CH3:11])[CH3:10].[Li]CCCC.[NH4+].[Cl-]. The catalyst is C1COCC1. The product is [C:9]([C:8]1[NH:7][C:2]2[C:1]([CH:14]=1)=[CH:6][CH:5]=[CH:4][CH:3]=2)([CH3:12])([CH3:11])[CH3:10]. The yield is 0.880. (2) The reactants are [CH3:1][N:2]1[CH:7]=[C:6]([C:8]2[CH:13]=[C:12]([CH2:14][S:15]([CH3:18])(=[O:17])=[O:16])[CH:11]=[CH:10][C:9]=2[NH:19][C:20]2[CH:21]=[N:22][CH:23]=[N:24][CH:25]=2)[C:5]2[CH:26]=[CH:27][NH:28][C:4]=2[C:3]1=[O:29].[CH2:30]=O. The catalyst is C(O)(=O)C. The product is [CH3:1][N:2]1[C:3](=[O:29])[C:4]2[NH:28][CH:27]=[C:26]3[CH2:30][N:19]([C:20]4[CH:21]=[N:22][CH:23]=[N:24][CH:25]=4)[C:9]4[CH:10]=[CH:11][C:12]([CH2:14][S:15]([CH3:18])(=[O:16])=[O:17])=[CH:13][C:8]=4[C:6]([C:5]=23)=[CH:7]1. The yield is 0.150. (3) The reactants are [C:1]([CH2:5][C@@H:6]1[C:12](=[O:13])[N:11]([CH3:14])[CH2:10][C:9]2[CH:15]=[C:16]([C:19]([OH:21])=O)[CH:17]=[CH:18][C:8]=2[NH:7]1)([O:3][CH3:4])=[O:2].[CH3:22][N:23]1[C:31]2[C:26](=[CH:27][CH:28]=[CH:29][CH:30]=2)[CH:25]=[C:24]1[CH2:32][NH:33][CH3:34].C1C=CC2N(O)N=NC=2C=1.CCN(C(C)C)C(C)C.C(Cl)CCl. The catalyst is CN(C=O)C.O. The product is [C:1]([CH2:5][C@@H:6]1[C:12](=[O:13])[N:11]([CH3:14])[CH2:10][C:9]2[CH:15]=[C:16]([C:19]([N:33]([CH3:34])[CH2:32][C:24]3[N:23]([CH3:22])[C:31]4[C:26]([CH:25]=3)=[CH:27][CH:28]=[CH:29][CH:30]=4)=[O:21])[CH:17]=[CH:18][C:8]=2[NH:7]1)([O:3][CH3:4])=[O:2]. The yield is 0.920. (4) The reactants are [Cl:1][C:2]1[C:10]2[N:9]=[C:8]3[NH:11][CH2:12][CH2:13][CH2:14][CH2:15][N:7]3[C:6]=2[C:5]([CH:16]([CH2:19][CH3:20])[CH2:17][CH3:18])=[CH:4][CH:3]=1.Br[C:22]1[C:27]([Cl:28])=[CH:26][C:25]([C:29]([F:32])([F:31])[F:30])=[CH:24][N:23]=1.N1C=CC=CC=1C1C=CC=CN=1.C(=O)([O-])[O-].[Cs+].[Cs+]. The catalyst is CN1CCCC1=O.C(OCC)(=O)C.[Cu]I. The product is [Cl:1][C:2]1[C:10]2[N:9]=[C:8]3[N:11]([C:22]4[C:27]([Cl:28])=[CH:26][C:25]([C:29]([F:32])([F:30])[F:31])=[CH:24][N:23]=4)[CH2:12][CH2:13][CH2:14][CH2:15][N:7]3[C:6]=2[C:5]([CH:16]([CH2:19][CH3:20])[CH2:17][CH3:18])=[CH:4][CH:3]=1. The yield is 0.430.